Task: Predict the reactants needed to synthesize the given product.. Dataset: Full USPTO retrosynthesis dataset with 1.9M reactions from patents (1976-2016) (1) Given the product [N:21]1([CH2:20][CH2:26][NH:40][CH:42]=[O:46])[CH2:22][CH2:23][CH2:24][CH2:25]1, predict the reactants needed to synthesize it. The reactants are: ClC1C=CC(NC2N(C)C3C=C(OC)C(O[C:20]4([C:26](O)=O)[CH:25]=[CH:24][CH:23]=[CH:22][NH:21]4)=CC=3N=2)=CC=1.N1(CCN)CCCC1.C[N:40]([C:42]([O:46]N1N=NC2C=CC=CC1=2)=[N+](C)C)C.F[P-](F)(F)(F)(F)F.C(N(CC)C(C)C)(C)C. (2) Given the product [Br:1][C:2]1[C:3]([CH2:4][OH:5])=[CH:6][C:7]([OH:11])=[C:8]([F:10])[CH:9]=1, predict the reactants needed to synthesize it. The reactants are: [Br:1][C:2]1[CH:9]=[C:8]([F:10])[C:7]([OH:11])=[CH:6][C:3]=1[CH:4]=[O:5].[BH4-].[Na+]. (3) Given the product [CH3:15][C:14]([CH3:17])([CH3:16])[C:13]([O:1][C@@H:2]1[C@H:3]([O:4][C:13](=[O:18])[C:14]([CH3:17])([CH3:16])[CH3:15])[C@@H:5]([O:6][C:13](=[O:18])[C:14]([CH3:17])([CH3:16])[CH3:15])[C@H:7]([O:8][C:13](=[O:18])[C:14]([CH3:17])([CH3:16])[CH3:15])[C@@H:9]([CH2:11][O:12][C:13](=[O:18])[C:14]([CH3:17])([CH3:16])[CH3:15])[O:10]1)=[O:18], predict the reactants needed to synthesize it. The reactants are: [O:1]=[CH:2][C@@H:3]([C@H:5]([C@@H:7]([C@@H:9]([CH2:11][OH:12])[OH:10])[OH:8])[OH:6])[OH:4].[C:13](Cl)(=[O:18])[C:14]([CH3:17])([CH3:16])[CH3:15]. (4) Given the product [N:4]1([C:7]2[CH:8]=[CH:9][C:10]([CH2:11][N:12]3[C:16]4[CH:17]=[CH:18][C:19]([O:21][CH2:22][C:23]5[CH:32]=[CH:31][C:30]6[C:25](=[CH:26][CH:27]=[CH:28][CH:29]=6)[N:24]=5)=[CH:20][C:15]=4[N:14]=[C:13]3[CH2:33][C:34]3([C:39]([OH:41])=[O:40])[CH2:38][CH2:37][CH2:36][CH2:35]3)=[CH:44][CH:45]=2)[CH2:3][CH2:2][O:1][CH2:6][CH2:5]1, predict the reactants needed to synthesize it. The reactants are: [O:1]1[CH2:6][CH2:5][N:4]([C:7]2[CH:45]=[CH:44][C:10]([CH2:11][N:12]3[C:16]4[CH:17]=[CH:18][C:19]([O:21][CH2:22][C:23]5[CH:32]=[CH:31][C:30]6[C:25](=[CH:26][CH:27]=[CH:28][CH:29]=6)[N:24]=5)=[CH:20][C:15]=4[N:14]=[C:13]3[CH2:33][C:34]3([C:39]([O:41]CC)=[O:40])[CH2:38][CH2:37][CH2:36][CH2:35]3)=[CH:9][CH:8]=2)[CH2:3][CH2:2]1.C1COCC1.[Li+].[OH-]. (5) Given the product [Br:1][C:2]1[CH:3]=[C:4]([CH:7]([NH:17][CH2:21][CH2:20][CH:19]([CH3:23])[CH3:18])[CH2:8][O:9][Si:10]([C:13]([CH3:14])([CH3:16])[CH3:15])([CH3:12])[CH3:11])[S:5][CH:6]=1, predict the reactants needed to synthesize it. The reactants are: [Br:1][C:2]1[CH:3]=[C:4]([CH:7]([NH2:17])[CH2:8][O:9][Si:10]([C:13]([CH3:16])([CH3:15])[CH3:14])([CH3:12])[CH3:11])[S:5][CH:6]=1.[CH3:18][CH:19]([CH3:23])[CH2:20][CH:21]=O.[BH4-].[Na+].